Dataset: Reaction yield outcomes from USPTO patents with 853,638 reactions. Task: Predict the reaction yield, written as a fraction of the theoretical maximum amount of product (1.0 means a 100% yield; for example, 0.34 means a 34% yield). The reactants are [C:1]([CH2:4][NH:5][C:6](=O)[C:7]1[CH:12]=[CH:11][N:10]=[CH:9][CH:8]=1)(=O)[NH2:2].P12(SP3(SP(SP(S3)(S1)=S)(=S)S2)=S)=[S:15].C([O-])(O)=O.[Na+]. The catalyst is N1C=CC=CC=1. The product is [N:10]1[CH:11]=[CH:12][C:7]([C:6]2[S:15][C:1]([NH2:2])=[CH:4][N:5]=2)=[CH:8][CH:9]=1. The yield is 0.200.